Dataset: Reaction yield outcomes from USPTO patents with 853,638 reactions. Task: Predict the reaction yield, written as a fraction of the theoretical maximum amount of product (1.0 means a 100% yield; for example, 0.34 means a 34% yield). (1) The reactants are F[C:2]1[CH:9]=[C:8]([F:10])[CH:7]=[CH:6][C:3]=1[C:4]#[N:5].O.[NH2:12][NH2:13]. No catalyst specified. The product is [F:10][C:8]1[CH:9]=[C:2]2[C:3]([C:4]([NH2:5])=[N:12][NH:13]2)=[CH:6][CH:7]=1. The yield is 0.380. (2) The catalyst is C1COCC1. The reactants are [Cl:1][C:2]1[C:7]([Cl:8])=[CH:6][CH:5]=[CH:4][C:3]=1[N:9]1[CH2:14][CH2:13][N:12]([CH2:15][CH2:16][CH2:17][CH2:18][O:19][C:20]2[N:29]=[C:28]3[C:23]([C:24](=[O:33])[C:25]([CH3:32])([CH3:31])[C:26](=[O:30])[NH:27]3)=[CH:22][CH:21]=2)[CH2:11][CH2:10]1.[BH4-].[Na+]. The yield is 0.570. The product is [Cl:1][C:2]1[C:7]([Cl:8])=[CH:6][CH:5]=[CH:4][C:3]=1[N:9]1[CH2:14][CH2:13][N:12]([CH2:15][CH2:16][CH2:17][CH2:18][O:19][C:20]2[N:29]=[C:28]3[C:23]([CH:24]([OH:33])[C:25]([CH3:31])([CH3:32])[C:26](=[O:30])[NH:27]3)=[CH:22][CH:21]=2)[CH2:11][CH2:10]1. (3) The reactants are [CH3:1][O:2][C:3]1[CH:4]=[C:5]2[C:10](=[CH:11][C:12]=1[O:13][CH3:14])[N:9]=[CH:8][N:7]=[C:6]2[O:15][C:16]1[CH:17]=[C:18]([CH:20]=[CH:21][C:22]=1[F:23])[NH2:19].[F:24][C:25]([F:45])([F:44])[C:26]([C:29]1[O:33][N:32]=[C:31]([NH:34][C:35](=O)[O:36]C2C=CC=CC=2)[CH:30]=1)([CH3:28])[CH3:27]. The catalyst is C1COCC1.CN(C)C1C=CN=CC=1. The product is [CH3:1][O:2][C:3]1[CH:4]=[C:5]2[C:10](=[CH:11][C:12]=1[O:13][CH3:14])[N:9]=[CH:8][N:7]=[C:6]2[O:15][C:16]1[CH:17]=[C:18]([NH:19][C:35]([NH:34][C:31]2[CH:30]=[C:29]([C:26]([CH3:28])([CH3:27])[C:25]([F:45])([F:44])[F:24])[O:33][N:32]=2)=[O:36])[CH:20]=[CH:21][C:22]=1[F:23]. The yield is 0.140. (4) The reactants are [F:1][C:2]1[CH:18]=[CH:17][C:5]([CH2:6][C:7]2[CH:8]=[C:9]([O:15]C)[C:10]([O:13]C)=[N:11][CH:12]=2)=[CH:4][CH:3]=1.B(Br)(Br)Br. The catalyst is C(Cl)Cl. The product is [F:1][C:2]1[CH:3]=[CH:4][C:5]([CH2:6][C:7]2[CH:8]=[C:9]([OH:15])[C:10](=[O:13])[NH:11][CH:12]=2)=[CH:17][CH:18]=1. The yield is 0.540. (5) The reactants are [F:1][C:2]([F:26])([F:25])[CH2:3][N:4]1[CH2:12][C:11]2[C:6](=[CH:7][CH:8]=[C:9]([S:13][Si](C(C)C)(C(C)C)C(C)C)[CH:10]=2)[C:5]1=[O:24]. The catalyst is Cl.CO.O1CCCC1. The product is [F:26][C:2]([F:1])([F:25])[CH2:3][N:4]1[CH2:12][C:11]2[C:6](=[CH:7][CH:8]=[C:9]([SH:13])[CH:10]=2)[C:5]1=[O:24]. The yield is 1.00. (6) The reactants are [CH3:1][N:2]([CH3:20])[C:3](=[O:19])[CH2:4][N:5]1[CH2:11][CH2:10][C:9]2[CH:12]=[C:13]([N+:16]([O-])=O)[CH:14]=[CH:15][C:8]=2[CH2:7][CH2:6]1.CO. The catalyst is [Pd]. The product is [CH3:1][N:2]([CH3:20])[C:3](=[O:19])[CH2:4][N:5]1[CH2:11][CH2:10][C:9]2[CH:12]=[C:13]([NH2:16])[CH:14]=[CH:15][C:8]=2[CH2:7][CH2:6]1. The yield is 1.12. (7) The reactants are CC(C)([O-])C.[K+].[C:7]1([CH:13]2[CH2:18][NH:17][C:16](=[O:19])[CH2:15][CH2:14]2)[CH:12]=[CH:11][CH:10]=[CH:9][CH:8]=1.Br[CH:21]([CH2:27][CH3:28])[C:22]([O:24][CH2:25][CH3:26])=[O:23].C(OCC)(=O)C. The catalyst is C1(C)C=CC=CC=1. The product is [O:19]=[C:16]1[CH2:15][CH2:14][CH:13]([C:7]2[CH:8]=[CH:9][CH:10]=[CH:11][CH:12]=2)[CH2:18][N:17]1[CH:21]([CH2:27][CH3:28])[C:22]([O:24][CH2:25][CH3:26])=[O:23]. The yield is 0.704. (8) The reactants are C(OC(=O)N(CC)CC1C=NC=C(C2C=C3C(=CC=2)N(C2CCCCO2)N=C3C=O)C=1C)(C)(C)C.CC(=O)C(=O)C.C([O-])(=O)C.[NH4+].[C:47]([O:51][C:52](=[O:88])[N:53]([CH2:86][CH3:87])[CH2:54][C:55]1[CH:56]=[N:57][CH:58]=[C:59]([C:62]2[CH:63]=[C:64]3[C:68](=[CH:69][CH:70]=2)[N:67]([CH:71]2[CH2:76][CH2:75][CH2:74][CH2:73][O:72]2)[N:66]=[C:65]3[C:77]2[NH:81][C:80]3[CH2:82]CC[CH2:85][C:79]=3[N:78]=2)[C:60]=1[CH3:61])([CH3:50])([CH3:49])[CH3:48]. No catalyst specified. The product is [C:47]([O:51][C:52](=[O:88])[N:53]([CH2:54][C:55]1[CH:56]=[N:57][CH:58]=[C:59]([C:62]2[CH:63]=[C:64]3[C:68](=[CH:69][CH:70]=2)[N:67]([CH:71]2[CH2:76][CH2:75][CH2:74][CH2:73][O:72]2)[N:66]=[C:65]3[C:77]2[NH:81][C:80]([CH3:82])=[C:79]([CH3:85])[N:78]=2)[C:60]=1[CH3:61])[CH2:86][CH3:87])([CH3:50])([CH3:49])[CH3:48]. The yield is 0.400. (9) The reactants are [S:1]1[CH:5]=[CH:4][C:3]([CH2:6][C:7]([OH:9])=O)=[CH:2]1.C(Cl)(=O)C(Cl)=O.[NH2:16][C:17](=[N:23]O)[C:18]([O:20][CH2:21][CH3:22])=[O:19].C(N(CC)C(C)C)(C)C. The catalyst is ClCCl.N1C=CC=CC=1.CN(C=O)C. The product is [S:1]1[CH:5]=[CH:4][C:3]([CH2:6][C:7]2[O:9][N:23]=[C:17]([C:18]([O:20][CH2:21][CH3:22])=[O:19])[N:16]=2)=[CH:2]1. The yield is 0.380. (10) The reactants are Cl.[O:2]=[C:3]1[CH2:11][C:10]2[C:5](=C[CH:7]=[C:8](/[CH:12]=[CH:13]/[C:14]([OH:16])=O)[CH:9]=2)[NH:4]1.O.OC1C2N=N[NH:24]C=2C=CC=1.C(N(C(C)C)CC)(C)C.[CH3:37][C:38]1[NH:39][C:40]2[C:45]([C:46]=1[CH2:47][NH:48][CH3:49])=[CH:44][CH:43]=[CH:42][CH:41]=2.C(Cl)CCl. The catalyst is CN(C=O)C. The product is [CH3:49][N:48]([CH2:47][C:46]1[C:45]2[C:40](=[CH:41][CH:42]=[CH:43][CH:44]=2)[NH:39][C:38]=1[CH3:37])[C:14](=[O:16])/[CH:13]=[CH:12]/[C:8]1[CH:9]=[C:10]2[CH2:11][C:3](=[O:2])[NH:4][C:5]2=[N:24][CH:7]=1. The yield is 0.880.